From a dataset of Peptide-MHC class II binding affinity with 134,281 pairs from IEDB. Regression. Given a peptide amino acid sequence and an MHC pseudo amino acid sequence, predict their binding affinity value. This is MHC class II binding data. (1) The peptide sequence is NFSLGAAVKAGAALL. The MHC is DRB1_0401 with pseudo-sequence DRB1_0401. The binding affinity (normalized) is 0.443. (2) The peptide sequence is WVPQGRTTWSIHGKG. The MHC is HLA-DQA10102-DQB10501 with pseudo-sequence HLA-DQA10102-DQB10501. The binding affinity (normalized) is 0.714. (3) The peptide sequence is LVTMPIGYVTHGFNL. The MHC is DRB1_1501 with pseudo-sequence DRB1_1501. The binding affinity (normalized) is 0.655. (4) The peptide sequence is RTFVATFGAASNKAF. The MHC is DRB5_0101 with pseudo-sequence DRB5_0101. The binding affinity (normalized) is 0.831.